Dataset: Forward reaction prediction with 1.9M reactions from USPTO patents (1976-2016). Task: Predict the product of the given reaction. (1) Given the reactants [Br:1][C:2]1[CH:3]=[CH:4][C:5]([CH3:10])=[C:6]([CH:9]=1)[NH:7][CH3:8].C(N(C(C)C)CC)(C)C.[C:20](Cl)(=[O:23])[CH:21]=[CH2:22], predict the reaction product. The product is: [Br:1][C:2]1[CH:3]=[CH:4][C:5]([CH3:10])=[C:6]([N:7]([CH3:8])[C:20](=[O:23])[CH:21]=[CH2:22])[CH:9]=1. (2) The product is: [Br:15][C:13]1[CH:12]=[C:11]([C:16]([NH2:18])=[O:17])[C:7]2[NH:8][C:9]3[CH:10]=[C:2]([NH:1][C:24](=[O:25])[CH2:23][O:22][CH2:21][CH2:20][Cl:19])[CH:3]=[CH:4][C:5]=3[C:6]=2[N:14]=1. Given the reactants [NH2:1][C:2]1[CH:3]=[CH:4][C:5]2[C:6]3[N:14]=[C:13]([Br:15])[CH:12]=[C:11]([C:16]([NH2:18])=[O:17])[C:7]=3[NH:8][C:9]=2[CH:10]=1.[Cl:19][CH2:20][CH2:21][O:22][CH2:23][C:24](Cl)=[O:25], predict the reaction product. (3) Given the reactants [C:1]([S:5](/[N:7]=[CH:8]/[C:9]1[N:17]2[C:12]([CH2:13][CH2:14][CH2:15][CH2:16]2)=[CH:11][C:10]=1[C:18]([O:20][CH3:21])=[O:19])=[O:6])([CH3:4])([CH3:3])[CH3:2].[BH4-].[Na+].CO, predict the reaction product. The product is: [CH3:3][C:1]([CH3:4])([S:5]([NH:7][CH2:8][C:9]1[N:17]2[C:12]([CH2:13][CH2:14][CH2:15][CH2:16]2)=[CH:11][C:10]=1[C:18]([O:20][CH3:21])=[O:19])=[O:6])[CH3:2]. (4) Given the reactants Br[C:2]1[CH:9]=[CH:8][C:5]([C:6]#[N:7])=[CH:4][CH:3]=1.[O:10]([CH:18]1[CH2:23][CH2:22][NH:21][CH2:20][CH2:19]1)[Si:11]([C:14]([CH3:17])([CH3:16])[CH3:15])([CH3:13])[CH3:12].CC(C)([O-])C.[Na+].C(OCC)(=O)C, predict the reaction product. The product is: [O:10]([CH:18]1[CH2:23][CH2:22][N:21]([C:2]2[CH:9]=[CH:8][C:5]([C:6]#[N:7])=[CH:4][CH:3]=2)[CH2:20][CH2:19]1)[Si:11]([C:14]([CH3:17])([CH3:16])[CH3:15])([CH3:13])[CH3:12]. (5) The product is: [CH3:3][C:4]1[N:8]2[C:9]3[CH:15]=[C:14]([CH3:16])[N:13]([CH:18]([C:23]4[CH:24]=[CH:25][CH:26]=[CH:27][CH:28]=4)[CH2:19][CH2:20][CH2:21][CH3:22])[C:10]=3[CH:11]=[CH:12][C:7]2=[N:6][N:5]=1. Given the reactants [H-].[Na+].[CH3:3][C:4]1[N:8]2[C:9]3[CH:15]=[C:14]([CH3:16])[NH:13][C:10]=3[CH:11]=[CH:12][C:7]2=[N:6][N:5]=1.Br[CH:18]([C:23]1[CH:28]=[CH:27][CH:26]=[CH:25][CH:24]=1)[CH2:19][CH2:20][CH2:21][CH3:22], predict the reaction product.